From a dataset of Catalyst prediction with 721,799 reactions and 888 catalyst types from USPTO. Predict which catalyst facilitates the given reaction. Product: [Cl:1][C:2]1[C:3]2[C:10]([I:11])=[CH:9][NH:8][C:4]=2[N:5]=[CH:6][N:7]=1. The catalyst class is: 3. Reactant: [Cl:1][C:2]1[C:3]2[CH:10]=[CH:9][NH:8][C:4]=2[N:5]=[CH:6][N:7]=1.[I:11]N1C(=O)CCC1=O.O.